Dataset: Reaction yield outcomes from USPTO patents with 853,638 reactions. Task: Predict the reaction yield, written as a fraction of the theoretical maximum amount of product (1.0 means a 100% yield; for example, 0.34 means a 34% yield). (1) The reactants are [CH3:1][N:2]([CH3:13])[CH2:3][CH2:4][CH2:5][O:6][C:7]1[CH:8]=[N:9][CH:10]=[CH:11][CH:12]=1.[O:14]=[C:15]([OH:27])[C@@H:16]([C@H:18]([C@H:20]([C@@H:22]([C:24]([OH:26])=[O:25])[OH:23])[OH:21])[OH:19])[OH:17].O. The catalyst is C(O)C. The product is [O:14]=[C:15]([OH:27])[C@@H:16]([C@H:18]([C@H:20]([C@@H:22]([C:24]([OH:26])=[O:25])[OH:23])[OH:21])[OH:19])[OH:17].[CH3:13][N:2]([CH3:1])[CH2:3][CH2:4][CH2:5][O:6][C:7]1[CH:8]=[N:9][CH:10]=[CH:11][CH:12]=1.[CH3:1][N:2]([CH2:3][CH2:4][CH2:5][O:6][C:7]1[CH:8]=[N:9][CH:10]=[CH:11][CH:12]=1)[CH3:13]. The yield is 0.627. (2) The reactants are [NH:1]1[CH2:6][CH2:5][CH2:4][CH2:3][CH2:2]1.[C:7]1([C:13]([C:21]2[CH:26]=[CH:25][CH:24]=[CH:23][CH:22]=2)([C:15]2[CH:20]=[CH:19][CH:18]=[CH:17][CH:16]=2)Cl)[CH:12]=[CH:11][CH:10]=[CH:9][CH:8]=1.C(=O)([O-])[O-].[K+].[K+].C(=O)([O-])O.[Na+]. The catalyst is C(#N)C. The product is [C:7]1([C:13]([C:15]2[CH:16]=[CH:17][CH:18]=[CH:19][CH:20]=2)([C:21]2[CH:22]=[CH:23][CH:24]=[CH:25][CH:26]=2)[N:1]2[CH2:6][CH2:5][CH2:4][CH2:3][CH2:2]2)[CH:8]=[CH:9][CH:10]=[CH:11][CH:12]=1. The yield is 0.310.